From a dataset of Forward reaction prediction with 1.9M reactions from USPTO patents (1976-2016). Predict the product of the given reaction. (1) Given the reactants [Cl:1][C:2]1[CH:3]=[C:4]([C:12]2[CH:17]=[C:16]([C:18]([F:21])([F:20])[F:19])[N:15]3[N:22]=[CH:23][C:24]([C:25]([OH:27])=O)=[C:14]3[N:13]=2)[CH:5]=[CH:6][C:7]=1[C:8]([F:11])([F:10])[F:9].[NH2:28][C:29]1[CH:38]=[CH:37][C:32]([C:33]([NH:35]O)=[NH:34])=[CH:31][N:30]=1, predict the reaction product. The product is: [Cl:1][C:2]1[CH:3]=[C:4]([C:12]2[CH:17]=[C:16]([C:18]([F:21])([F:19])[F:20])[N:15]3[N:22]=[CH:23][C:24]([C:25]4[O:27][N:35]=[C:33]([C:32]5[CH:37]=[CH:38][C:29]([NH2:28])=[N:30][CH:31]=5)[N:34]=4)=[C:14]3[N:13]=2)[CH:5]=[CH:6][C:7]=1[C:8]([F:10])([F:9])[F:11]. (2) Given the reactants [SH:1][C:2]1[NH:6][N:5]=[C:4]([C:7]2[CH:8]=[C:9]([CH:12]=[CH:13][CH:14]=2)[C:10]#[N:11])[C:3]=1[C:15]1[CH:20]=[CH:19][N:18]=[CH:17][CH:16]=1.C(=O)([O-])[O-].[K+].[K+].Br[CH2:28][CH2:29]Br, predict the reaction product. The product is: [N:18]1[CH:19]=[CH:20][C:15]([C:3]2[C:4]([C:7]3[CH:8]=[C:9]([CH:12]=[CH:13][CH:14]=3)[C:10]#[N:11])=[N:5][N:6]3[CH2:29][CH2:28][S:1][C:2]=23)=[CH:16][CH:17]=1. (3) Given the reactants [CH3:1][C@H:2]1[CH2:7][C@H:6]([CH3:8])[CH2:5][N:4]([CH2:9][CH2:10][CH2:11][O:12][C:13]2[CH:18]=[CH:17][C:16]([C:19](=O)[CH2:20][CH:21]=O)=[CH:15][CH:14]=2)[CH2:3]1.O.[NH2:25][NH2:26], predict the reaction product. The product is: [CH3:1][C@H:2]1[CH2:7][C@H:6]([CH3:8])[CH2:5][N:4]([CH2:9][CH2:10][CH2:11][O:12][C:13]2[CH:18]=[CH:17][C:16]([C:19]3[CH:20]=[CH:21][NH:26][N:25]=3)=[CH:15][CH:14]=2)[CH2:3]1.